From a dataset of Catalyst prediction with 721,799 reactions and 888 catalyst types from USPTO. Predict which catalyst facilitates the given reaction. (1) Reactant: [Cl:1][C:2]1[C:11]2[C:6](=[CH:7][CH:8]=[C:9]([C:12]([C:20]3[CH:25]=[CH:24][C:23]([Cl:26])=[CH:22][CH:21]=3)([C:14]3[N:18]([CH3:19])[CH:17]=[N:16][CH:15]=3)O)[CH:10]=2)[N:5]=[C:4]([N:27]([CH3:29])[CH3:28])[C:3]=1[C:30]1[CH:35]=[CH:34][CH:33]=[CH:32][CH:31]=1.[Cu]C#N. Product: [Cl:1][C:2]1[C:11]2[C:6](=[CH:7][CH:8]=[C:9]([CH:12]([C:20]3[CH:21]=[CH:22][C:23]([Cl:26])=[CH:24][CH:25]=3)[C:14]3[N:18]([CH3:19])[CH:17]=[N:16][CH:15]=3)[CH:10]=2)[N:5]=[C:4]([N:27]([CH3:29])[CH3:28])[C:3]=1[C:30]1[CH:31]=[CH:32][CH:33]=[CH:34][CH:35]=1. The catalyst class is: 37. (2) Reactant: C([N:8](CC1C=CC=CC=1)[C:9]1[CH:14]=[CH:13][C:12]([F:15])=[C:11]([C:16]2[C:20]([C:21]3[CH:26]=[CH:25][N:24]=[CH:23][CH:22]=3)=[CH:19][N:18]([CH2:27][CH3:28])[N:17]=2)[C:10]=1[F:29])C1C=CC=CC=1. Product: [CH2:27]([N:18]1[CH:19]=[C:20]([C:21]2[CH:26]=[CH:25][N:24]=[CH:23][CH:22]=2)[C:16]([C:11]2[C:10]([F:29])=[C:9]([NH2:8])[CH:14]=[CH:13][C:12]=2[F:15])=[N:17]1)[CH3:28]. The catalyst class is: 105. (3) Reactant: [Cl:1][C:2]1[C:7]([C:8]2[CH:9]=[C:10]3[C:14](=[CH:15][CH:16]=2)[NH:13][N:12]=[CH:11]3)=[CH:6][CH:5]=[CH:4][N:3]=1.Br[C:18]1C=C2C(=CC=1)N(C(OC(C)(C)C)=O)N=C2C.ClC1C(B2OC(C)(C)C(C)(C)O2)=CC=CN=1.C([O-])([O-])=O.[Na+].[Na+]. Product: [Cl:1][C:2]1[C:7]([C:8]2[CH:9]=[C:10]3[C:14](=[CH:15][CH:16]=2)[NH:13][N:12]=[C:11]3[CH3:18])=[CH:6][CH:5]=[CH:4][N:3]=1. The catalyst class is: 77. (4) Reactant: [C:1]1([N:7]2[CH2:12][CH2:11][NH:10][CH2:9][CH2:8]2)[CH:6]=[CH:5][CH:4]=[CH:3][CH:2]=1.C(S[C:16]1[N:17]=[C:18]([OH:25])[C:19]2[S:24][CH2:23][CH2:22][C:20]=2[N:21]=1)C.O. Product: [C:1]1([N:7]2[CH2:12][CH2:11][N:10]([C:16]3[N:17]=[C:18]([OH:25])[C:19]4[S:24][CH2:23][CH2:22][C:20]=4[N:21]=3)[CH2:9][CH2:8]2)[CH:6]=[CH:5][CH:4]=[CH:3][CH:2]=1. The catalyst class is: 15. (5) Reactant: [NH2:1][C:2]1[N:7]=[CH:6][N:5]=[C:4]2[N:8]([CH:12]([C:14]3[CH:21]=[C:20]([Cl:22])[C:17]([C:18]#[N:19])=[C:16]([CH:23]4[CH2:26][NH:25][CH2:24]4)[C:15]=3[O:27][CH2:28][CH3:29])[CH3:13])[N:9]=[C:10]([CH3:11])[C:3]=12.C(N(CC)CC)C.Br[CH2:38][CH2:39][OH:40].C(=O)(O)[O-].[Na+]. Product: [NH2:1][C:2]1[N:7]=[CH:6][N:5]=[C:4]2[N:8]([CH:12]([C:14]3[CH:21]=[C:20]([Cl:22])[C:17]([C:18]#[N:19])=[C:16]([CH:23]4[CH2:24][N:25]([CH2:38][CH2:39][OH:40])[CH2:26]4)[C:15]=3[O:27][CH2:28][CH3:29])[CH3:13])[N:9]=[C:10]([CH3:11])[C:3]=12. The catalyst class is: 7. (6) Reactant: [N+](=[CH2:3])=[N-].[Cl:4][C:5]1[CH:10]=[CH:9][C:8]([C:11]2[N:16]=[C:15]([Cl:17])[C:14]([Cl:18])=[C:13]([C:19]([OH:21])=[O:20])[N:12]=2)=[C:7]([F:22])[C:6]=1[O:23][CH3:24]. Product: [Cl:4][C:5]1[CH:10]=[CH:9][C:8]([C:11]2[N:16]=[C:15]([Cl:17])[C:14]([Cl:18])=[C:13]([C:19]([O:21][CH3:3])=[O:20])[N:12]=2)=[C:7]([F:22])[C:6]=1[O:23][CH3:24]. The catalyst class is: 5. (7) Reactant: FC(F)(F)C(O)=O.[CH3:8][CH:9]([O:11][C:12]1[C:17]([C:18]#[N:19])=[CH:16][C:15]([C:20]2[O:24][N:23]=[C:22]([C:25]3[CH:35]=[CH:34][C:28]4[CH2:29][CH2:30][NH:31][CH2:32][CH2:33][C:27]=4[CH:26]=3)[N:21]=2)=[CH:14][N:13]=1)[CH3:10].[CH3:36][C:37]([O:40][C:41]([NH:43][C@H:44]([C:48](O)=[O:49])[C@@H:45]([CH3:47])[OH:46])=[O:42])([CH3:39])[CH3:38].CCN(C(C)C)C(C)C.CN(C(ON1N=NC2C=CC=NC1=2)=[N+](C)C)C.F[P-](F)(F)(F)(F)F. Product: [C:18]([C:17]1[CH:16]=[C:15]([C:20]2[O:24][N:23]=[C:22]([C:25]3[CH:35]=[CH:34][C:28]4[CH2:29][CH2:30][N:31]([C:48]([C@@H:44]([NH:43][C:41](=[O:42])[O:40][C:37]([CH3:39])([CH3:38])[CH3:36])[C@H:45]([OH:46])[CH3:47])=[O:49])[CH2:32][CH2:33][C:27]=4[CH:26]=3)[N:21]=2)[CH:14]=[N:13][C:12]=1[O:11][CH:9]([CH3:8])[CH3:10])#[N:19]. The catalyst class is: 3.